Task: Predict the reactants needed to synthesize the given product.. Dataset: Full USPTO retrosynthesis dataset with 1.9M reactions from patents (1976-2016) (1) Given the product [CH3:30][C:31]1([CH3:43])[O:35][C@H:34]([CH2:36][N:37]2[CH:41]=[CH:40][C:39]([NH:42][C:27]([CH:9]3[CH:8]([C:4]4[CH:5]=[CH:6][CH:7]=[C:2]([Cl:1])[CH:3]=4)[C:12]([C:15]4[CH:16]=[CH:17][C:18]([Cl:21])=[CH:19][CH:20]=4)([C:13]#[N:14])[CH:11]([CH2:22][C:23]([CH3:26])([CH3:25])[CH3:24])[NH:10]3)=[O:28])=[N:38]2)[CH2:33][O:32]1, predict the reactants needed to synthesize it. The reactants are: [Cl:1][C:2]1[CH:3]=[C:4]([CH:8]2[C:12]([C:15]3[CH:20]=[CH:19][C:18]([Cl:21])=[CH:17][CH:16]=3)([C:13]#[N:14])[CH:11]([CH2:22][C:23]([CH3:26])([CH3:25])[CH3:24])[NH:10][CH:9]2[C:27](O)=[O:28])[CH:5]=[CH:6][CH:7]=1.[CH3:30][C:31]1([CH3:43])[O:35][CH:34]([CH2:36][N:37]2[CH:41]=[CH:40][C:39]([NH2:42])=[N:38]2)[CH2:33][O:32]1.CN(C(ON1N=NC2C=CC=NC1=2)=[N+](C)C)C.F[P-](F)(F)(F)(F)F.CCN(C(C)C)C(C)C. (2) Given the product [Br:1][C:2]1[CH:7]=[CH:6][C:5]([CH:8]([C:19]2[CH:24]=[CH:23][CH:22]=[CH:21][C:20]=2[Cl:25])[CH2:9][C:10]([C:12]2[CH:13]=[CH:14][C:15](=[O:18])[N:16]([CH3:28])[CH:17]=2)=[O:11])=[CH:4][CH:3]=1, predict the reactants needed to synthesize it. The reactants are: [Br:1][C:2]1[CH:7]=[CH:6][C:5]([CH:8]([C:19]2[CH:24]=[CH:23][CH:22]=[CH:21][C:20]=2[Cl:25])[CH2:9][C:10]([C:12]2[CH:13]=[CH:14][C:15](=[O:18])[NH:16][CH:17]=2)=[O:11])=[CH:4][CH:3]=1.IC.[C:28](=O)([O-])[O-].[K+].[K+]. (3) Given the product [Cl:8][C:9]1[CH:10]=[C:11]([N:12]2[C:4](=[O:5])[CH:3]=[CH:2][C:1]2=[O:7])[CH:13]=[CH:14][C:15]=1[Cl:16], predict the reactants needed to synthesize it. The reactants are: [C:1]1(=[O:7])O[C:4](=[O:5])[CH:3]=[CH:2]1.[Cl:8][C:9]1[CH:10]=[C:11]([CH:13]=[CH:14][C:15]=1[Cl:16])[NH2:12]. (4) Given the product [CH:1]1([NH:4][C:5]([N:7]2[C:15]3[C:10](=[CH:11][C:12]([O:16][C:17]4[CH:22]=[CH:21][N:20]=[C:19]([NH:23][C:24]([NH:34][C@@H:35]([CH2:43][OH:44])[C:36](=[O:37])[N:38]5[CH2:42][CH2:41][CH2:40][CH2:39]5)=[O:32])[CH:18]=4)=[CH:13][CH:14]=3)[CH:9]=[CH:8]2)=[O:6])[CH2:3][CH2:2]1, predict the reactants needed to synthesize it. The reactants are: [CH:1]1([NH:4][C:5]([N:7]2[C:15]3[C:10](=[CH:11][C:12]([O:16][C:17]4[CH:22]=[CH:21][N:20]=[C:19]([NH:23][C:24](=[O:32])OC5C=CC=CC=5)[CH:18]=4)=[CH:13][CH:14]=3)[CH:9]=[CH:8]2)=[O:6])[CH2:3][CH2:2]1.Cl.[NH2:34][C@@H:35]([CH2:43][OH:44])[C:36]([N:38]1[CH2:42][CH2:41][CH2:40][CH2:39]1)=[O:37]. (5) The reactants are: [C:1]1([CH2:7][CH2:8][C:9]2[NH:14][C:13](=[O:15])[C:12]([O:16]C3CCCCO3)=[CH:11][N:10]=2)[CH:6]=[CH:5][CH:4]=[CH:3][CH:2]=1.CC1C=CC(S(O)(=O)=O)=CC=1. Given the product [OH:16][C:12]1[C:13](=[O:15])[NH:14][C:9]([CH2:8][CH2:7][C:1]2[CH:2]=[CH:3][CH:4]=[CH:5][CH:6]=2)=[N:10][CH:11]=1, predict the reactants needed to synthesize it. (6) Given the product [OH:33][CH:25]([CH2:26][N:27]1[CH2:32][CH2:31][O:30][CH2:29][CH2:28]1)[CH2:24][NH:23][C:19]([C:15]1[C:14]([CH3:22])=[C:13](/[CH:12]=[C:5]2\[C:6](=[O:11])[NH:7][C:8]3[C:4]\2=[CH:3][C:2]([Br:1])=[CH:10][CH:9]=3)[NH:17][C:16]=1[CH3:18])=[O:21], predict the reactants needed to synthesize it. The reactants are: [Br:1][C:2]1[CH:3]=[C:4]2[C:8](=[CH:9][CH:10]=1)[NH:7][C:6](=[O:11])[C:5]2=[CH:12][C:13]1[NH:17][C:16]([CH3:18])=[C:15]([C:19]([OH:21])=O)[C:14]=1[CH3:22].[NH2:23][CH2:24][CH:25]([OH:33])[CH2:26][N:27]1[CH2:32][CH2:31][O:30][CH2:29][CH2:28]1. (7) Given the product [F:32][CH2:31][C@H:12]1[O:11][C@@H:10]([N:33]2[C:41]3[C:36](=[CH:37][CH:38]=[C:39]([CH3:42])[CH:40]=3)[C:35]([CH2:43][C:44]3[CH:49]=[CH:48][C:47]([O:50][CH3:51])=[CH:46][CH:45]=3)=[CH:34]2)[C@H:9]([OH:8])[C@@H:14]([OH:15])[C@@H:13]1[OH:23], predict the reactants needed to synthesize it. The reactants are: C([O:8][C@@H:9]1[C@@H:14]([O:15]CC2C=CC=CC=2)[C@H:13]([O:23]CC2C=CC=CC=2)[C@@H:12]([CH2:31][F:32])[O:11][C@H:10]1[N:33]1[C:41]2[C:36](=[CH:37][CH:38]=[C:39]([CH3:42])[CH:40]=2)[C:35]([CH2:43][C:44]2[CH:49]=[CH:48][C:47]([O:50][CH3:51])=[CH:46][CH:45]=2)=[CH:34]1)C1C=CC=CC=1. (8) Given the product [CH3:1][O:2][C:3]1[N:4]=[C:5]([CH3:9])[C:6]([Br:17])=[CH:7][CH:8]=1, predict the reactants needed to synthesize it. The reactants are: [CH3:1][O:2][C:3]1[CH:8]=[CH:7][CH:6]=[C:5]([CH3:9])[N:4]=1.P([O-])([O-])(O)=O.[Na+].[Na+].[Br:17]Br. (9) Given the product [Cl:23][C:24]1[C:25]([F:31])=[C:26]([C:21]#[C:20][C:17]2[CH:18]=[CH:19][C:14]([N:12]3[C:11](=[O:22])[NH:10][C:9]([C:3]4[C:4]([F:8])=[CH:5][CH:6]=[CH:7][C:2]=4[Cl:1])=[N:13]3)=[CH:15][CH:16]=2)[CH:27]=[CH:28][CH:29]=1, predict the reactants needed to synthesize it. The reactants are: [Cl:1][C:2]1[CH:7]=[CH:6][CH:5]=[C:4]([F:8])[C:3]=1[C:9]1[NH:10][C:11](=[O:22])[N:12]([C:14]2[CH:19]=[CH:18][C:17]([C:20]#[CH:21])=[CH:16][CH:15]=2)[N:13]=1.[Cl:23][C:24]1[CH:29]=[CH:28][CH:27]=[C:26](I)[C:25]=1[F:31].CCCC[N+](CCCC)(CCCC)CCCC.[F-]. (10) Given the product [Br:20][C:21]1[CH:26]=[C:25]([C:27]2[O:28][C:29]([CH2:32][N:5]3[C:6]4[C:11](=[C:10]([C:13]([F:16])([F:14])[F:15])[C:9]([C:17]#[N:18])=[CH:8][CH:7]=4)[CH:12]=[C:4]3[CH2:3][CH:2]([CH3:19])[CH3:1])=[N:30][N:31]=2)[CH:24]=[N:23][CH:22]=1, predict the reactants needed to synthesize it. The reactants are: [CH3:1][CH:2]([CH3:19])[CH2:3][C:4]1[NH:5][C:6]2[C:11]([CH:12]=1)=[C:10]([C:13]([F:16])([F:15])[F:14])[C:9]([C:17]#[N:18])=[CH:8][CH:7]=2.[Br:20][C:21]1[CH:22]=[N:23][CH:24]=[C:25]([C:27]2[O:28][C:29]([CH2:32]Cl)=[N:30][N:31]=2)[CH:26]=1.